This data is from Reaction yield outcomes from USPTO patents with 853,638 reactions. The task is: Predict the reaction yield, written as a fraction of the theoretical maximum amount of product (1.0 means a 100% yield; for example, 0.34 means a 34% yield). (1) The reactants are [CH2:1]([O:8][C@H:9]([C@@H:15]([OH:21])[C:16]([O:18]CC)=[O:17])[C:10]([O:12]CC)=[O:11])[C:2]1[CH:7]=[CH:6][CH:5]=[CH:4][CH:3]=1.O.[OH-].[Li+]. The catalyst is C1COCC1. The product is [CH2:1]([O:8][C@H:9]([C@@H:15]([OH:21])[C:16]([OH:18])=[O:17])[C:10]([OH:12])=[O:11])[C:2]1[CH:3]=[CH:4][CH:5]=[CH:6][CH:7]=1. The yield is 0.946. (2) The reactants are [OH-].[Na+].Cl[CH2:4][CH:5]([OH:12])[CH2:6][N:7]([CH2:10][CH3:11])[CH2:8][CH3:9]. The catalyst is O. The product is [CH2:6]([N:7]([CH2:10][CH3:11])[CH2:8][CH3:9])[CH:5]1[O:12][CH2:4]1. The yield is 0.760. (3) The reactants are C([O:3][C:4](=[O:18])[C:5]([CH3:17])([S:7]([CH2:10][CH2:11][CH2:12][C:13](F)(F)F)(=[O:9])=[O:8])[CH3:6])C.[CH3:19][Si](C)(C)[O-].[K+].Cl. The catalyst is C1COCC1. The product is [CH3:17][C:5]([S:7]([CH2:10][CH2:11][CH:12]([CH3:13])[CH3:19])(=[O:8])=[O:9])([CH3:6])[C:4]([OH:3])=[O:18]. The yield is 0.930.